From a dataset of Forward reaction prediction with 1.9M reactions from USPTO patents (1976-2016). Predict the product of the given reaction. (1) Given the reactants [NH2:1][C:2]1[N:7]=[C:6]([N:8]2[C:12]3[CH:13]=[C:14]([Br:17])[CH:15]=[CH:16][C:11]=3[NH:10][C:9]2=[O:18])[CH:5]=[CH:4][N:3]=1.[H-].[Na+].I[CH3:22], predict the reaction product. The product is: [NH2:1][C:2]1[N:7]=[C:6]([N:8]2[C:12]3[CH:13]=[C:14]([Br:17])[CH:15]=[CH:16][C:11]=3[N:10]([CH3:22])[C:9]2=[O:18])[CH:5]=[CH:4][N:3]=1. (2) Given the reactants [Br:1][C:2]1[CH:7]=[CH:6][C:5]([F:8])=[CH:4][C:3]=1[NH2:9].[CH:10](=O)/[CH:11]=[CH:12]/[CH3:13].O.[NH4+].[OH-], predict the reaction product. The product is: [Br:1][C:2]1[CH:7]=[CH:6][C:5]([F:8])=[C:4]2[C:3]=1[N:9]=[C:12]([CH3:13])[CH:11]=[CH:10]2. (3) Given the reactants [CH3:1][O:2][C:3]1[CH:12]=[CH:11][C:6]([C:7]([NH:9][NH2:10])=[O:8])=[CH:5][CH:4]=1.[C:13](N1C=CN=C1)(N1C=CN=C1)=S.[NH2:25][C:26]1[S:27][C:28]2[CH:34]=[CH:33][CH:32]=[C:31]([O:35][CH3:36])[C:29]=2[N:30]=1.NNC(N)=S.S(Cl)(C1C=CC(C)=CC=1)(=O)=O.N1C=CC=CC=1.Cl, predict the reaction product. The product is: [CH3:36][O:35][C:31]1[C:29]2[N:30]=[C:26]([NH:25][C:13]3[O:8][C:7]([C:6]4[CH:5]=[CH:4][C:3]([O:2][CH3:1])=[CH:12][CH:11]=4)=[N:9][N:10]=3)[S:27][C:28]=2[CH:34]=[CH:33][CH:32]=1. (4) Given the reactants [CH2:1]([N:8]1[CH2:11][C:10]2([CH2:20][C:19](=[O:21])[C:18]3[C:13](=[CH:14][CH:15]=[C:16](/[CH:22]=[CH:23]/[C:24](O)=[O:25])[CH:17]=3)[O:12]2)[CH2:9]1)[C:2]1[CH:7]=[CH:6][CH:5]=[CH:4][CH:3]=1.C(Cl)CCl.C1C=CC2N(O)N=NC=2C=1.[NH2:41][O:42][CH:43]1[CH2:48][CH2:47][CH2:46][CH2:45][O:44]1, predict the reaction product. The product is: [CH2:1]([N:8]1[CH2:11][C:10]2([CH2:20][C:19](=[O:21])[C:18]3[C:13](=[CH:14][CH:15]=[C:16](/[CH:22]=[CH:23]/[C:24]([NH:41][O:42][CH:43]4[CH2:48][CH2:47][CH2:46][CH2:45][O:44]4)=[O:25])[CH:17]=3)[O:12]2)[CH2:9]1)[C:2]1[CH:3]=[CH:4][CH:5]=[CH:6][CH:7]=1. (5) Given the reactants [NH:1]1[CH2:6][CH2:5][O:4][CH2:3][C:2]1=[O:7].C(=O)(OC(C)(C)C)[O:9][C:10]([O:12][C:13]([CH3:16])([CH3:15])[CH3:14])=O.N1C=CN=C1.C(OCC)(=O)C, predict the reaction product. The product is: [O:7]=[C:2]1[CH2:3][O:4][CH2:5][CH2:6][N:1]1[C:10]([O:12][C:13]([CH3:16])([CH3:15])[CH3:14])=[O:9]. (6) Given the reactants [CH:1]([O:4][C:5]1[CH:13]=[CH:12][C:8]([C:9]([OH:11])=[O:10])=[CH:7][C:6]=1[C:14]([N:16]1[CH2:21][CH2:20][N:19]([C:22]2[CH:27]=[CH:26][C:25]([C:28]([F:31])([F:30])[F:29])=[CH:24][CH:23]=2)[CH2:18][CH2:17]1)=[O:15])([CH3:3])[CH3:2].[CH:32]1N=CN(C(N2C=NC=C2)=O)C=1.CO, predict the reaction product. The product is: [CH3:32][O:10][C:9](=[O:11])[C:8]1[CH:12]=[CH:13][C:5]([O:4][CH:1]([CH3:3])[CH3:2])=[C:6]([C:14]([N:16]2[CH2:21][CH2:20][N:19]([C:22]3[CH:23]=[CH:24][C:25]([C:28]([F:30])([F:31])[F:29])=[CH:26][CH:27]=3)[CH2:18][CH2:17]2)=[O:15])[CH:7]=1. (7) Given the reactants Br[CH2:2][C:3]1[CH:10]=[CH:9][C:8]([F:11])=[CH:7][C:4]=1[C:5]#[N:6].[Cl:12][C:13]1[C:14](=[O:29])[N:15]([C:21]2[C:26]([F:27])=[CH:25][CH:24]=[CH:23][C:22]=2[F:28])[C:16]([CH3:20])=[CH:17][C:18]=1[OH:19].C([O-])([O-])=O.[K+].[K+].C(O)(=O)CC(CC(O)=O)(C(O)=O)O, predict the reaction product. The product is: [Cl:12][C:13]1[C:14](=[O:29])[N:15]([C:21]2[C:22]([F:28])=[CH:23][CH:24]=[CH:25][C:26]=2[F:27])[C:16]([CH3:20])=[CH:17][C:18]=1[O:19][CH2:2][C:3]1[CH:10]=[CH:9][C:8]([F:11])=[CH:7][C:4]=1[C:5]#[N:6]. (8) Given the reactants [NH:1]1[CH:5]=[CH:4][N:3]=[CH:2]1.C(N(CC)CC)C.Br[CH:14]([C:19]1[CH:24]=[CH:23][C:22]([Cl:25])=[CH:21][CH:20]=1)[C:15]([O:17][CH3:18])=[O:16].O, predict the reaction product. The product is: [Cl:25][C:22]1[CH:21]=[CH:20][C:19]([CH:14]([N:1]2[CH:5]=[CH:4][N:3]=[CH:2]2)[C:15]([O:17][CH3:18])=[O:16])=[CH:24][CH:23]=1.